This data is from Catalyst prediction with 721,799 reactions and 888 catalyst types from USPTO. The task is: Predict which catalyst facilitates the given reaction. Reactant: [NH2:1][C:2]1[CH:31]=[CH:30][CH:29]=[CH:28][C:3]=1[C:4]([C:6]1[C:11]([NH:12][S:13]([C:16]2[CH:21]=[CH:20][C:19]([Cl:22])=[C:18]([C:23]([F:26])([F:25])[F:24])[CH:17]=2)(=[O:15])=[O:14])=[CH:10][C:9]([Cl:27])=[CH:8][N:7]=1)=[O:5].[CH3:32][S:33](Cl)(=[O:35])=[O:34].Cl.CCCC[N+](CCCC)(CCCC)CCCC.[F-]. Product: [Cl:22][C:19]1[CH:20]=[CH:21][C:16]([S:13]([NH:12][C:11]2[C:6]([C:4](=[O:5])[C:3]3[CH:28]=[CH:29][CH:30]=[CH:31][C:2]=3[NH:1][S:33]([CH3:32])(=[O:35])=[O:34])=[N:7][CH:8]=[C:9]([Cl:27])[CH:10]=2)(=[O:15])=[O:14])=[CH:17][C:18]=1[C:23]([F:26])([F:25])[F:24]. The catalyst class is: 877.